Dataset: Full USPTO retrosynthesis dataset with 1.9M reactions from patents (1976-2016). Task: Predict the reactants needed to synthesize the given product. (1) Given the product [CH2:16]([C@H:15]1[CH2:14][O:13][C:12](=[O:19])[N:11]1[C:8]1[CH:9]=[CH:10][N:5]2[N:4]=[CH:3][C:2]([C:28]3[CH:29]=[CH:30][C:31]([C:34]4[N:38]=[CH:37][N:36]([CH2:39][O:40][CH2:41][CH2:42][Si:43]([CH3:46])([CH3:45])[CH3:44])[N:35]=4)=[CH:32][CH:33]=3)=[C:6]2[N:7]=1)[CH2:17][CH3:18], predict the reactants needed to synthesize it. The reactants are: Br[C:2]1[CH:3]=[N:4][N:5]2[CH:10]=[CH:9][C:8]([N:11]3[C@@H:15]([CH2:16][CH2:17][CH3:18])[CH2:14][O:13][C:12]3=[O:19])=[N:7][C:6]=12.CC1(C)C(C)(C)OB([C:28]2[CH:33]=[CH:32][C:31]([C:34]3[N:38]=[CH:37][N:36]([CH2:39][O:40][CH2:41][CH2:42][Si:43]([CH3:46])([CH3:45])[CH3:44])[N:35]=3)=[CH:30][CH:29]=2)O1.C([O-])([O-])=O.[Na+].[Na+].C1(P(C2CCCCC2)C2C=CC=CC=2C2C(C(C)C)=CC(C(C)C)=CC=2C(C)C)CCCCC1. (2) Given the product [CH3:1][C:2]1([C:7]2[CH:12]=[CH:11][C:10]([NH2:13])=[CH:9][CH:8]=2)[O:3][CH2:4][CH2:5][O:6]1, predict the reactants needed to synthesize it. The reactants are: [CH3:1][C:2]1([C:7]2[CH:12]=[CH:11][C:10]([N+:13]([O-])=O)=[CH:9][CH:8]=2)[O:6][CH2:5][CH2:4][O:3]1. (3) Given the product [NH2:1][C:2]1[C:3]([C:9]([NH:37][C:36]2[CH:38]=[CH:39][CH:40]=[C:34]([F:33])[CH:35]=2)=[O:11])=[N:4][C:5]([Br:8])=[CH:6][N:7]=1, predict the reactants needed to synthesize it. The reactants are: [NH2:1][C:2]1[C:3]([C:9]([OH:11])=O)=[N:4][C:5]([Br:8])=[CH:6][N:7]=1.C1C=CC2N(O)N=NC=2C=1.CCN=C=NCCCN(C)C.[F:33][C:34]1[CH:35]=[C:36]([CH:38]=[CH:39][CH:40]=1)[NH2:37]. (4) Given the product [C:33]([N:16]([CH2:15][C:13]1[CH:12]=[CH:11][C:3]([O:4][CH2:5][C:6]([O:8][CH2:9][CH3:10])=[O:7])=[C:2]([CH3:1])[CH:14]=1)[C:17]1[CH:18]=[C:19]([C:23]2[CH:24]=[CH:25][C:26]([C:29]([F:31])([F:30])[F:32])=[CH:27][CH:28]=2)[CH:20]=[CH:21][CH:22]=1)(=[O:37])[CH2:34][CH2:35][CH3:36], predict the reactants needed to synthesize it. The reactants are: [CH3:1][C:2]1[CH:14]=[C:13]([CH2:15][NH:16][C:17]2[CH:18]=[C:19]([C:23]3[CH:28]=[CH:27][C:26]([C:29]([F:32])([F:31])[F:30])=[CH:25][CH:24]=3)[CH:20]=[CH:21][CH:22]=2)[CH:12]=[CH:11][C:3]=1[O:4][CH2:5][C:6]([O:8][CH2:9][CH3:10])=[O:7].[C:33](O)(=[O:37])[CH2:34][CH2:35][CH3:36].Cl.CN(C)CCCN=C=NCC.C(N(CC)CC)C.Cl. (5) The reactants are: [Cl:1][C:2]1[CH:18]=[CH:17][C:5]2[CH2:6][CH2:7][N:8](C(=O)C(F)(F)F)[CH2:9][CH2:10][C:4]=2[C:3]=1[OH:19].[C:20](=[O:23])([O-])[O-:21].[K+].[K+]. Given the product [C:4]([O:21][C:20]([N:8]1[CH2:9][CH2:10][C:4]2[C:3]([OH:19])=[C:2]([Cl:1])[CH:18]=[CH:17][C:5]=2[CH2:6][CH2:7]1)=[O:23])([CH3:10])([CH3:5])[CH3:3], predict the reactants needed to synthesize it. (6) Given the product [Br:15][C:16]1[C:21]2[CH:22]=[C:23]([CH2:25][C:27]3[CH:32]=[C:31]([F:33])[CH:30]=[C:29]([Cl:34])[CH:28]=3)[O:24][C:20]=2[CH:19]=[CH:18][CH:17]=1, predict the reactants needed to synthesize it. The reactants are: C([SiH](CC)CC)C.FC(F)(F)C(O)=O.[Br:15][C:16]1[C:21]2[CH:22]=[C:23]([C:25]([C:27]3[CH:32]=[C:31]([F:33])[CH:30]=[C:29]([Cl:34])[CH:28]=3)=O)[O:24][C:20]=2[CH:19]=[CH:18][CH:17]=1. (7) Given the product [CH3:6][O:5][C:3](=[O:4])[CH:2]([C:12]1[CH:20]=[CH:19][C:18]([O:21][CH3:22])=[CH:17][C:13]=1[C:14]([OH:16])=[O:15])[C:1]([O:8][CH3:9])=[O:7], predict the reactants needed to synthesize it. The reactants are: [C:1]([O:8][CH3:9])(=[O:7])[CH2:2][C:3]([O:5][CH3:6])=[O:4].[Na].Br[C:12]1[CH:20]=[CH:19][C:18]([O:21][CH3:22])=[CH:17][C:13]=1[C:14]([OH:16])=[O:15].O. (8) Given the product [Br:1][C:2]1[CH:7]=[C:6]([F:8])[CH:5]=[CH:4][C:3]=1[CH:9]1[N:10]=[C:11]([C:22]2[S:23][CH:24]=[N:25][N:26]=2)[NH:12][C:13]([CH2:20][N:27]2[CH2:32][CH2:31][O:30][CH2:29][CH:28]2[C:33]([OH:35])=[O:34])=[C:14]1[C:15]([O:17][CH2:18][CH3:19])=[O:16], predict the reactants needed to synthesize it. The reactants are: [Br:1][C:2]1[CH:7]=[C:6]([F:8])[CH:5]=[CH:4][C:3]=1[CH:9]1[C:14]([C:15]([O:17][CH2:18][CH3:19])=[O:16])=[C:13]([CH2:20]Br)[NH:12][C:11]([C:22]2[S:23][CH:24]=[N:25][N:26]=2)=[N:10]1.[NH:27]1[CH2:32][CH2:31][O:30][CH2:29][CH:28]1[C:33]([OH:35])=[O:34].